Dataset: Catalyst prediction with 721,799 reactions and 888 catalyst types from USPTO. Task: Predict which catalyst facilitates the given reaction. (1) Reactant: [C:1]([NH:6][C@@H:7]([CH3:58])[CH2:8][O:9][C:10]1[C:11]([N:43]([C:51]([O:53][C:54]([CH3:57])([CH3:56])[CH3:55])=[O:52])[C:44](=[O:50])[O:45][C:46]([CH3:49])([CH3:48])[CH3:47])=[N:12][CH:13]=[N:14][C:15]=1[C:16]1[CH:21]=[C:20]([F:22])[CH:19]=[C:18]([N:23]([C:35]([O:37][C:38]([CH3:41])([CH3:40])[CH3:39])=[O:36])[C:24](=[O:34])[C:25]2[CH:30]=[CH:29][C:28]([CH:31]3[CH2:33][CH2:32]3)=[CH:27][CH:26]=2)[C:17]=1[CH3:42])(=[O:5])[C:2]#[C:3][CH3:4].I[CH3:60].[H-].[Na+].Cl. Product: [C:46]([O:45][C:44]([N:43]([C:11]1[C:10]([O:9][CH2:8][C@@H:7]([N:6]([CH3:60])[C:1](=[O:5])[C:2]#[C:3][CH3:4])[CH3:58])=[C:15]([C:16]2[CH:21]=[C:20]([F:22])[CH:19]=[C:18]([N:23]([C:35]([O:37][C:38]([CH3:39])([CH3:40])[CH3:41])=[O:36])[C:24](=[O:34])[C:25]3[CH:26]=[CH:27][C:28]([CH:31]4[CH2:32][CH2:33]4)=[CH:29][CH:30]=3)[C:17]=2[CH3:42])[N:14]=[CH:13][N:12]=1)[C:51](=[O:52])[O:53][C:54]([CH3:57])([CH3:56])[CH3:55])=[O:50])([CH3:47])([CH3:49])[CH3:48]. The catalyst class is: 3. (2) Reactant: [BH4-].[Na+].C(O)(=O)C.[C:7]1([N:13]2[CH2:18][CH2:17][NH:16][CH2:15][CH2:14]2)[CH:12]=[CH:11][CH:10]=[CH:9][CH:8]=1.[N:19]1[CH:24]=[CH:23][CH:22]=[C:21]([CH:25]=O)[CH:20]=1. Product: [C:7]1([N:13]2[CH2:18][CH2:17][N:16]([CH2:25][C:21]3[CH:20]=[N:19][CH:24]=[CH:23][CH:22]=3)[CH2:15][CH2:14]2)[CH:12]=[CH:11][CH:10]=[CH:9][CH:8]=1. The catalyst class is: 1. (3) Reactant: [Cl:1][C:2]1[C:3]2[C:10](I)=[CH:9][N:8]([CH:12]3[CH2:21][CH2:20][C:15]4([O:19][CH2:18][CH2:17][O:16]4)[CH2:14][CH2:13]3)[C:4]=2[N:5]=[CH:6][N:7]=1.[CH2:22]([O:29][C:30]1[CH:35]=[CH:34][C:33](B(O)O)=[CH:32][CH:31]=1)[C:23]1[CH:28]=[CH:27][CH:26]=[CH:25][CH:24]=1.C(=O)([O-])[O-].[Na+].[Na+]. Product: [CH2:22]([O:29][C:30]1[CH:35]=[CH:34][C:33]([C:10]2[C:3]3[C:2]([Cl:1])=[N:7][CH:6]=[N:5][C:4]=3[N:8]([CH:12]3[CH2:21][CH2:20][C:15]4([O:19][CH2:18][CH2:17][O:16]4)[CH2:14][CH2:13]3)[CH:9]=2)=[CH:32][CH:31]=1)[C:23]1[CH:28]=[CH:27][CH:26]=[CH:25][CH:24]=1. The catalyst class is: 108. (4) Reactant: [N].N1C=CC=C1.[C:7]([C:9]1[C:10]([C:20]2[CH:25]=[CH:24][C:23]([C:26]3[S:27][CH:28]=[CH:29][C:30]=3[N+:31]([O-:33])=[O:32])=[CH:22][CH:21]=2)=[C:11]([C:15]([O:17][CH2:18][CH3:19])=[O:16])[N:12]([CH3:14])[CH:13]=1)#[N:8].[Br:34]NC(=O)CCC(N)=O. Product: [Br:34][C:13]1[N:12]([CH3:14])[C:11]([C:15]([O:17][CH2:18][CH3:19])=[O:16])=[C:10]([C:20]2[CH:21]=[CH:22][C:23]([C:26]3[S:27][CH:28]=[CH:29][C:30]=3[N+:31]([O-:33])=[O:32])=[CH:24][CH:25]=2)[C:9]=1[C:7]#[N:8]. The catalyst class is: 2. (5) Reactant: [CH2:1]([OH:8])[C:2]1[CH:7]=[CH:6][CH:5]=[CH:4][CH:3]=1.[Cl:9][S:10]([N:13]=[C:14]=[O:15])(=[O:12])=[O:11]. Product: [C:14]([NH:13][S:10]([Cl:9])(=[O:12])=[O:11])([O:8][CH2:1][C:2]1[CH:7]=[CH:6][CH:5]=[CH:4][CH:3]=1)=[O:15]. The catalyst class is: 2.